Dataset: Blood-brain barrier permeability classification from the B3DB database. Task: Regression/Classification. Given a drug SMILES string, predict its absorption, distribution, metabolism, or excretion properties. Task type varies by dataset: regression for continuous measurements (e.g., permeability, clearance, half-life) or binary classification for categorical outcomes (e.g., BBB penetration, CYP inhibition). Dataset: b3db_classification. (1) The drug is C[C@]12C[C@H](O)[C@@]3(F)[C@@H](CCC4=CC(=O)C=C[C@@]43C)[C@@H]1CC[C@]2(O)C(=O)CO. The result is 1 (penetrates BBB). (2) The drug is CCOc1ccccc1OCCN[C@@H](C)Cc1ccc(OC)c(S(N)(=O)=O)c1. The result is 1 (penetrates BBB). (3) The drug is CN1CC2Cc3ccc(Cl)cc3C(c3ccccc3)C2C1. The result is 1 (penetrates BBB). (4) The compound is Fc1ccc(Cn2c([C@H]3CNCCO3)nc3ccccc32)cc1. The result is 1 (penetrates BBB). (5) The compound is CC(=O)OC1C(=O)C2(C)C(O)CC3OCC3(OC(C)=O)C2C(OC(=O)c2ccccc2)C2(O)CC(OC(=O)C(O)C(NC(=O)c3ccccc3)c3ccccc3)C(C)=C1C2(C)C. The result is 1 (penetrates BBB). (6) The molecule is C[C@H](c1cc2ccccc2s1)N(O)C(N)=O. The result is 1 (penetrates BBB).